From a dataset of Full USPTO retrosynthesis dataset with 1.9M reactions from patents (1976-2016). Predict the reactants needed to synthesize the given product. (1) Given the product [CH3:1][O:2][C:3]1[CH:8]=[CH:7][CH:6]=[CH:5][C:4]=1[C:9]1[N:14]=[CH:13][N:12]=[C:11]([NH:15][N:16]=[C:18]([C:20]2[CH:25]=[CH:24][C:23]([N:26]([CH3:28])[CH3:27])=[CH:22][CH:21]=2)[CH3:17])[CH:10]=1, predict the reactants needed to synthesize it. The reactants are: [CH3:1][O:2][C:3]1[CH:8]=[CH:7][CH:6]=[CH:5][C:4]=1[C:9]1[N:14]=[CH:13][N:12]=[C:11]([NH:15][NH2:16])[CH:10]=1.[CH3:17][C:18]([C:20]1[CH:25]=[CH:24][C:23]([N:26]([CH3:28])[CH3:27])=[CH:22][CH:21]=1)=O. (2) Given the product [C:15]([CH:12]1[C:11](=[O:13])[N:10]([CH3:14])[N:9]=[C:8]1[C:5]1[CH:4]=[CH:3][C:2]([F:1])=[CH:7][CH:6]=1)(=[O:17])[CH3:16], predict the reactants needed to synthesize it. The reactants are: [F:1][C:2]1[CH:7]=[CH:6][C:5]([C:8]2[CH2:12][C:11](=[O:13])[N:10]([CH3:14])[N:9]=2)=[CH:4][CH:3]=1.[C:15](OCC)(=[O:17])[CH3:16]. (3) Given the product [N:39]([CH2:2][C:3]1([NH:6][C:7](=[O:13])[O:8][C:9]([CH3:12])([CH3:11])[CH3:10])[CH2:5][CH2:4]1)=[N+:40]=[N-:41], predict the reactants needed to synthesize it. The reactants are: O[CH2:2][C:3]1([NH:6][C:7](=[O:13])[O:8][C:9]([CH3:12])([CH3:11])[CH3:10])[CH2:5][CH2:4]1.N12CCCN=C1CCCCC2.C1(P([N:39]=[N+:40]=[N-:41])(C2C=CC=CC=2)=O)C=CC=CC=1. (4) Given the product [F:25][C:26]1[CH:27]=[C:28]([CH:40]=[CH:41][CH:42]=1)[CH2:29][N:30]1[C:38]2[C:33](=[CH:34][C:35]([NH:39][C:10]3[C:11]4=[C:3]([CH2:2][OH:18])[CH:4]=[CH:5][N:6]4[N:7]=[CH:8][N:9]=3)=[CH:36][CH:37]=2)[CH:32]=[N:31]1, predict the reactants needed to synthesize it. The reactants are: Br[CH2:2][C:3]1[CH:4]=[CH:5][N:6]2[C:11]=1[C:10](Cl)=[N:9][CH:8]=[N:7]2.C([O-])(O)=O.[Na+].[O-:18]S([O-])(=O)=O.[Na+].[Na+].[F:25][C:26]1[CH:27]=[C:28]([CH:40]=[CH:41][CH:42]=1)[CH2:29][N:30]1[C:38]2[C:33](=[CH:34][C:35]([NH2:39])=[CH:36][CH:37]=2)[CH:32]=[N:31]1. (5) Given the product [OH:1][C:2]1[CH:7]=[C:6]([CH:8]([CH3:9])[CH3:10])[NH:5][C:4](=[O:11])[C:3]=1[N+:12]([O-:14])=[O:13], predict the reactants needed to synthesize it. The reactants are: [OH:1][C:2]1[CH:7]=[C:6]([CH:8]([CH3:10])[CH3:9])[NH:5][C:4](=[O:11])[CH:3]=1.[N+:12]([O-])([OH:14])=[O:13]. (6) Given the product [CH3:18][O:19][C:11]([C:3]1([NH:2][OH:1])[CH2:8][CH2:7][N:6]([O:9][CH3:10])[CH2:5][CH2:4]1)=[O:14], predict the reactants needed to synthesize it. The reactants are: [OH:1][NH:2][C:3]1([C:11]#N)[CH2:8][CH2:7][N:6]([O:9][CH3:10])[CH2:5][CH2:4]1.S(=O)(=O)(O)[OH:14].[CH3:18][OH:19]. (7) Given the product [CH3:22][C:21]([CH3:23])([O:20][C@H:19]1[C@:13]2([CH3:25])[CH2:12][CH2:11][C@@H:10]3[C@@H:15]([C@H:14]2[CH2:17][CH2:18]1)[CH2:16][C@@H:7]1[C:8](=[CH:30][C:29](=[O:31])[CH2:28][CH2:27]1)[CH2:9]3)[CH3:24], predict the reactants needed to synthesize it. The reactants are: [Cl-].[Li+].COC([C:7]1([CH2:27][CH2:28][C:29](=[O:31])[CH3:30])[CH2:16][C@H:15]2[C@@H:10]([CH2:11][CH2:12][C@@:13]3([CH3:25])[C@H:19]([O:20][C:21]([CH3:24])([CH3:23])[CH3:22])[CH2:18][CH2:17][C@@H:14]32)[CH2:9][C:8]1=O)=O.[OH-].[Na+].[NH4+].[Cl-].